Dataset: Forward reaction prediction with 1.9M reactions from USPTO patents (1976-2016). Task: Predict the product of the given reaction. (1) Given the reactants C([O:5][C:6](=[O:20])[CH2:7]/[C:8](/[C:16]([O:18][CH3:19])=[O:17])=[CH:9]\[C:10]1[O:11][C:12]([CH3:15])=[CH:13][CH:14]=1)(C)(C)C, predict the reaction product. The product is: [CH3:19][O:18][C:16](/[C:8](=[CH:9]/[C:10]1[O:11][C:12]([CH3:15])=[CH:13][CH:14]=1)/[CH2:7][C:6]([OH:20])=[O:5])=[O:17]. (2) Given the reactants C(OC(=O)[NH:7][C@@H:8]1[CH2:13][CH2:12][CH2:11][O:10][C@H:9]1[CH2:14][N:15]1[CH2:20][CH2:19][CH2:18][C@@H:17]([CH2:21][C:22]2[CH:27]=[CH:26][C:25]([F:28])=[CH:24][CH:23]=2)[CH2:16]1)(C)(C)C.[ClH:30], predict the reaction product. The product is: [ClH:30].[ClH:30].[F:28][C:25]1[CH:24]=[CH:23][C:22]([CH2:21][C@@H:17]2[CH2:18][CH2:19][CH2:20][N:15]([CH2:14][C@H:9]3[C@H:8]([NH2:7])[CH2:13][CH2:12][CH2:11][O:10]3)[CH2:16]2)=[CH:27][CH:26]=1. (3) Given the reactants C([O:3][C:4](=[O:43])[CH2:5][CH2:6][CH2:7][CH2:8][N:9]1[CH2:15][CH2:14][CH2:13][N:12]([C:16](=[O:42])[C:17]2[CH:22]=[CH:21][CH:20]=[C:19]([C@@H:23]([N:31]3[CH2:36][C@@H:35]([CH3:37])[N:34]([CH2:38][CH:39]=[CH2:40])[CH2:33][C@@H:32]3[CH3:41])[C:24]3[CH:29]=[CH:28][CH:27]=[C:26]([OH:30])[CH:25]=3)[CH:18]=2)[CH2:11][CH2:10]1)C.[OH-].[Na+].Cl, predict the reaction product. The product is: [CH2:38]([N:34]1[C@H:35]([CH3:37])[CH2:36][N:31]([C@@H:23]([C:24]2[CH:29]=[CH:28][CH:27]=[C:26]([OH:30])[CH:25]=2)[C:19]2[CH:18]=[C:17]([CH:22]=[CH:21][CH:20]=2)[C:16]([N:12]2[CH2:13][CH2:14][CH2:15][N:9]([CH2:8][CH2:7][CH2:6][CH2:5][C:4]([OH:43])=[O:3])[CH2:10][CH2:11]2)=[O:42])[C@@H:32]([CH3:41])[CH2:33]1)[CH:39]=[CH2:40]. (4) Given the reactants [CH2:1]([C:3]1[C:8]2[N:9]=[C:10](N)[S:11][C:7]=2[CH:6]=[CH:5][CH:4]=1)[CH3:2].[OH-].[K+].[Cl:15][CH2:16]C(OC)(OC)OC, predict the reaction product. The product is: [Cl:15][CH2:16][C:10]1[S:11][C:7]2[CH:6]=[CH:5][CH:4]=[C:3]([CH2:1][CH3:2])[C:8]=2[N:9]=1. (5) The product is: [CH2:1]([O:3][C:4]1[C:5]([NH:10][C:24](=[O:25])[C:23]2[CH:27]=[C:19]([F:18])[CH:20]=[N:21][C:22]=2[O:28][C:29]2[CH:34]=[CH:33][CH:32]=[C:31]([S:35][CH3:36])[CH:30]=2)=[N:6][CH:7]=[CH:8][CH:9]=1)[CH3:2]. Given the reactants [CH2:1]([O:3][C:4]1[C:5]([NH2:10])=[N:6][CH:7]=[CH:8][CH:9]=1)[CH3:2].C(N(CC)CC)C.[F:18][C:19]1[CH:20]=[N:21][C:22]([O:28][C:29]2[CH:34]=[CH:33][CH:32]=[C:31]([S:35][CH3:36])[CH:30]=2)=[C:23]([CH:27]=1)[C:24](O)=[O:25].Cl.CN(C)CCCN=C=NCC.ON1C2C=CC=CC=2N=N1, predict the reaction product. (6) Given the reactants [NH2:1][C:2]1[N:22]=[C:5]2[C:6]([C:10]3[CH:11]=[C:12]([N:16]([CH3:21])[S:17]([CH3:20])(=[O:19])=[O:18])[CH:13]=[CH:14][CH:15]=3)=[CH:7][CH:8]=[CH:9][N:4]2[N:3]=1.Br[C:24]1[CH:29]=[CH:28][C:27]([N:30]2[CH2:35][CH2:34][N:33]([CH3:36])[CH2:32][CH2:31]2)=[CH:26][CH:25]=1.C1(P(C2CCCCC2)C2C=CC=CC=2C2C=CC=CC=2P(C2CCCCC2)C2CCCCC2)CCCCC1, predict the reaction product. The product is: [CH3:21][N:16]([C:12]1[CH:13]=[CH:14][CH:15]=[C:10]([C:6]2[C:5]3[N:4]([N:3]=[C:2]([NH:1][C:24]4[CH:25]=[CH:26][C:27]([N:30]5[CH2:35][CH2:34][N:33]([CH3:36])[CH2:32][CH2:31]5)=[CH:28][CH:29]=4)[N:22]=3)[CH:9]=[CH:8][CH:7]=2)[CH:11]=1)[S:17]([CH3:20])(=[O:19])=[O:18].